From a dataset of Full USPTO retrosynthesis dataset with 1.9M reactions from patents (1976-2016). Predict the reactants needed to synthesize the given product. (1) Given the product [CH3:1][C:2]1[N:3]([CH2:29][C:30]([OH:32])=[O:31])[C:4]([CH3:28])=[C:5]([CH2:13][C:14]2[CH:19]=[CH:18][CH:17]=[CH:16][C:15]=2[S:20]([N:23]2[CH2:27][CH2:26][CH2:25][CH2:24]2)(=[O:21])=[O:22])[C:6]=1[C:7]1[CH:12]=[CH:11][CH:10]=[CH:9][CH:8]=1, predict the reactants needed to synthesize it. The reactants are: [CH3:1][C:2]1[N:3]([CH2:29][C:30]([O:32]CC)=[O:31])[C:4]([CH3:28])=[C:5]([CH2:13][C:14]2[CH:19]=[CH:18][CH:17]=[CH:16][C:15]=2[S:20]([N:23]2[CH2:27][CH2:26][CH2:25][CH2:24]2)(=[O:22])=[O:21])[C:6]=1[C:7]1[CH:12]=[CH:11][CH:10]=[CH:9][CH:8]=1.[OH-].[Na+]. (2) Given the product [CH3:9][O:10][C:11](=[O:24])[C:12]1[CH:17]=[CH:16][CH:15]=[C:14]([CH2:18][NH:19][C:28]([CH:25]2[CH2:27][CH2:26]2)=[O:29])[C:13]=1[C:20]([O:22][CH3:23])=[O:21], predict the reactants needed to synthesize it. The reactants are: C(N(CC)CC)C.Cl.[CH3:9][O:10][C:11](=[O:24])[C:12]1[CH:17]=[CH:16][CH:15]=[C:14]([CH2:18][NH2:19])[C:13]=1[C:20]([O:22][CH3:23])=[O:21].[CH:25]1([C:28](Cl)=[O:29])[CH2:27][CH2:26]1. (3) Given the product [C:1]([NH:4][C@@:5]1([C:13]([NH:15][C:16]([CH3:19])([CH3:18])[CH3:17])=[O:14])[CH2:9][CH2:8][CH2:7][C@@H:6]1[CH2:10][CH2:11][CH2:12][B:26]1[O:27][C:28]([CH3:30])([CH3:29])[C:24]([CH3:31])([CH3:23])[O:25]1)(=[O:3])[CH3:2], predict the reactants needed to synthesize it. The reactants are: [C:1]([NH:4][C@@:5]1([C:13]([NH:15][C:16]([CH3:19])([CH3:18])[CH3:17])=[O:14])[CH2:9][CH2:8][CH2:7][C@@H:6]1[CH2:10][CH:11]=[CH2:12])(=[O:3])[CH3:2].C(Cl)Cl.[CH3:23][C:24]1([CH3:31])[C:28]([CH3:30])([CH3:29])[O:27][BH:26][O:25]1. (4) The reactants are: [Cl:1][C:2]1[CH:7]=[CH:6][CH:5]=[C:4]([Cl:8])[C:3]=1[NH:9][C:10](=[O:27])[NH:11][C:12]1[CH:17]=[CH:16][C:15]([CH2:18][C:19]([O:21]C(C)(C)C)=[O:20])=[CH:14][C:13]=1[CH3:26].C(O)(C(F)(F)F)=O. Given the product [Cl:1][C:2]1[CH:7]=[CH:6][CH:5]=[C:4]([Cl:8])[C:3]=1[NH:9][C:10](=[O:27])[NH:11][C:12]1[CH:17]=[CH:16][C:15]([CH2:18][C:19]([OH:21])=[O:20])=[CH:14][C:13]=1[CH3:26], predict the reactants needed to synthesize it. (5) Given the product [C:18]([O:11][CH:10]([C@H:8]1[O:7][C@@H:5]2[O:6][C:2]([CH3:17])([CH3:1])[O:3][C@@H:4]2[CH2:9]1)[CH:12]1[CH2:16][CH2:15][CH2:14][CH2:13]1)(=[O:25])[C:19]1[CH:24]=[CH:23][CH:22]=[CH:21][CH:20]=1, predict the reactants needed to synthesize it. The reactants are: [CH3:1][C:2]1([CH3:17])[O:6][C@H:5]2[O:7][C@H:8]([CH:10]([CH:12]3[CH2:16][CH2:15][CH2:14][CH2:13]3)[OH:11])[CH2:9][C@H:4]2[O:3]1.[C:18](Cl)(=[O:25])[C:19]1[CH:24]=[CH:23][CH:22]=[CH:21][CH:20]=1. (6) The reactants are: [N:1]1[C:6]2[CH:7]=[CH:8][S:9][C:5]=2[C:4]([N:10]2[CH2:15][CH2:14][CH:13]([NH2:16])[CH2:12][CH2:11]2)=[N:3][CH:2]=1.Cl.N1C2C=CSC=2C(N2CCC(N)C2)=NC=1.[N+](C1C=CC([O:42][C:43](=O)[NH:44][C:45]2[CH:50]=[CH:49][C:48]([CH:51]3[CH2:56][CH2:55][CH2:54][CH2:53][CH2:52]3)=[CH:47][CH:46]=2)=CC=1)([O-])=O. Given the product [CH:51]1([C:48]2[CH:47]=[CH:46][C:45]([NH:44][C:43]([NH:16][CH:13]3[CH2:12][CH2:11][N:10]([C:4]4[C:5]5[S:9][CH:8]=[CH:7][C:6]=5[N:1]=[CH:2][N:3]=4)[CH2:15][CH2:14]3)=[O:42])=[CH:50][CH:49]=2)[CH2:52][CH2:53][CH2:54][CH2:55][CH2:56]1, predict the reactants needed to synthesize it. (7) The reactants are: [Br:1][C:2]1[CH:3]=[C:4]([CH:19]=[C:20](/[CH:22]=[N:23]/O)[CH:21]=1)[O:5][CH:6]1[CH2:11][CH2:10][N:9]([C:12]([O:14][C:15]([CH3:18])([CH3:17])[CH3:16])=[O:13])[CH2:8][CH2:7]1.CS(Cl)(=O)=O. Given the product [Br:1][C:2]1[CH:3]=[C:4]([CH:19]=[C:20]([C:22]#[N:23])[CH:21]=1)[O:5][CH:6]1[CH2:7][CH2:8][N:9]([C:12]([O:14][C:15]([CH3:16])([CH3:17])[CH3:18])=[O:13])[CH2:10][CH2:11]1, predict the reactants needed to synthesize it. (8) Given the product [N:21]1[CH:22]=[CH:23][CH:24]=[CH:25][C:20]=1[C:2]1[N:6]2[N:7]=[CH:8][CH:9]=[CH:10][C:5]2=[CH:4][C:3]=1[C:11]([O:13][CH3:14])=[O:12], predict the reactants needed to synthesize it. The reactants are: Br[C:2]1[N:6]2[N:7]=[CH:8][CH:9]=[CH:10][C:5]2=[CH:4][C:3]=1[C:11]([O:13][CH3:14])=[O:12].C([Sn](CCCC)(CCCC)[C:20]1[CH:25]=[CH:24][CH:23]=[CH:22][N:21]=1)CCC. (9) Given the product [C:15]1([S:21]([CH2:2][NH:3][C:4]([C:6]2[S:10][N:9]=[C:8]([Cl:11])[C:7]=2[Cl:12])=[O:5])(=[O:23])=[O:22])[CH:20]=[CH:19][CH:18]=[CH:17][CH:16]=1, predict the reactants needed to synthesize it. The reactants are: Cl[CH2:2][NH:3][C:4]([C:6]1[S:10][N:9]=[C:8]([Cl:11])[C:7]=1[Cl:12])=[O:5].O.O.[C:15]1([S:21]([O-:23])=[O:22])[CH:20]=[CH:19][CH:18]=[CH:17][CH:16]=1.[Na+].O. (10) Given the product [C:1]([O:5][C:6](=[O:25])[C:7]1[CH:8]=[CH:9][C:10]([NH:13][C:14]([C:16]2[CH:24]=[C:23]3[C:19]([CH:20]=[CH:21][N:22]3[S:37]([C:31]3[CH:32]=[C:33]([CH3:36])[CH:34]=[CH:35][C:30]=3[O:29][CH3:28])(=[O:39])=[O:38])=[CH:18][CH:17]=2)=[O:15])=[CH:11][CH:12]=1)([CH3:4])([CH3:2])[CH3:3], predict the reactants needed to synthesize it. The reactants are: [C:1]([O:5][C:6](=[O:25])[C:7]1[CH:12]=[CH:11][C:10]([NH:13][C:14]([C:16]2[CH:24]=[C:23]3[C:19]([CH:20]=[CH:21][NH:22]3)=[CH:18][CH:17]=2)=[O:15])=[CH:9][CH:8]=1)([CH3:4])([CH3:3])[CH3:2].[OH-].[Na+].[CH3:28][O:29][C:30]1[CH:35]=[CH:34][C:33]([CH3:36])=[CH:32][C:31]=1[S:37](Cl)(=[O:39])=[O:38].